This data is from Forward reaction prediction with 1.9M reactions from USPTO patents (1976-2016). The task is: Predict the product of the given reaction. Given the reactants [CH:1]1([NH:4][C:5]2[CH:15]=[CH:14][C:8]([C:9]([O:11]CC)=[O:10])=[CH:7][N:6]=2)[CH2:3][CH2:2]1.[OH-].[Na+], predict the reaction product. The product is: [CH:1]1([NH:4][C:5]2[CH:15]=[CH:14][C:8]([C:9]([OH:11])=[O:10])=[CH:7][N:6]=2)[CH2:3][CH2:2]1.